Dataset: Reaction yield outcomes from USPTO patents with 853,638 reactions. Task: Predict the reaction yield, written as a fraction of the theoretical maximum amount of product (1.0 means a 100% yield; for example, 0.34 means a 34% yield). (1) The reactants are [N+:1]([C:4]1[CH:5]=[C:6]([CH:8]=[CH:9][CH:10]=1)[NH2:7])([O-:3])=[O:2].[N:11]([O-])=O.[Na+].[Cl:15][Sn]Cl.O. The catalyst is O.Cl. The product is [ClH:15].[N+:1]([C:4]1[CH:5]=[C:6]([NH:7][NH2:11])[CH:8]=[CH:9][CH:10]=1)([O-:3])=[O:2]. The yield is 0.730. (2) The reactants are Br[C:2]1[CH:3]=[C:4]2[C:12]([C:13]3[CH:18]=[C:17]([CH2:19][S:20]([CH3:23])(=[O:22])=[O:21])[CH:16]=[CH:15][C:14]=3[O:24][C:25]3[CH:30]=[CH:29][C:28]([F:31])=[CH:27][C:26]=3[F:32])=[CH:11][N:10]([CH3:33])[C:5]2=[C:6]([O:8]C)[N:7]=1.[ClH:34].O1CCOCC1. No catalyst specified. The product is [Cl:34][C:2]1[NH:7][C:6](=[O:8])[C:5]2[N:10]([CH3:33])[CH:11]=[C:12]([C:13]3[CH:18]=[C:17]([CH2:19][S:20]([CH3:23])(=[O:22])=[O:21])[CH:16]=[CH:15][C:14]=3[O:24][C:25]3[CH:30]=[CH:29][C:28]([F:31])=[CH:27][C:26]=3[F:32])[C:4]=2[CH:3]=1. The yield is 0.740. (3) The yield is 0.830. The product is [N:14]1[CH:15]=[CH:16][CH:17]=[N:18][C:13]=1[O:12][C@H:9]1[CH2:8][CH2:7][C@H:6]([C:4]([OH:5])=[O:3])[CH2:11][CH2:10]1. The reactants are C([O:3][C:4]([C@H:6]1[CH2:11][CH2:10][C@H:9]([O:12][C:13]2[N:18]=[CH:17][CH:16]=[CH:15][N:14]=2)[CH2:8][CH2:7]1)=[O:5])C.[OH-].[Na+]. The catalyst is O1CCOCC1. (4) The reactants are [C:1]([O:5][C:6](=[O:19])[NH:7][CH2:8][CH2:9][CH2:10][C:11](=O)[C:12]1[CH:17]=[CH:16][CH:15]=[CH:14][CH:13]=1)([CH3:4])([CH3:3])[CH3:2].[F:20][C:21]1[CH:22]=[C:23]([CH:28]=[CH:29][CH:30]=1)[C:24]([NH:26][NH2:27])=[S:25]. The catalyst is C(O)C.C(Cl)Cl. The product is [C:1]([O:5][C:6](=[O:19])[NH:7][CH2:8][CH2:9][CH2:10][C:11]1([C:12]2[CH:17]=[CH:16][CH:15]=[CH:14][CH:13]=2)[NH:27][N:26]=[C:24]([C:23]2[CH:28]=[CH:29][CH:30]=[C:21]([F:20])[CH:22]=2)[S:25]1)([CH3:4])([CH3:3])[CH3:2]. The yield is 0.900. (5) The reactants are [CH2:1]([C:3]1[CH:4]=[C:5]2[C:9](=[CH:10][C:11]=1[N+:12]([O-])=O)[NH:8][CH:7]=[CH:6]2)[CH3:2]. The catalyst is [Ni]. The product is [CH2:1]([C:3]1[CH:4]=[C:5]2[C:9](=[CH:10][C:11]=1[NH2:12])[NH:8][CH:7]=[CH:6]2)[CH3:2]. The yield is 0.480. (6) The reactants are [CH3:1][O:2][C:3]1[CH:4]=[C:5]([NH:11][C:12]2[C:13]3[N:29]=[CH:28][S:27][C:14]=3[N:15]=[C:16]([C:18]3[CH:19]=[C:20]([CH:24]=[CH:25][CH:26]=3)[C:21](O)=[O:22])[N:17]=2)[CH:6]=[CH:7][C:8]=1[O:9][CH3:10].[NH2:30][C:31]1[CH:40]=[CH:39][C:34]([C:35]([NH:37][CH3:38])=[O:36])=[CH:33][CH:32]=1.CN(C(ON1N=NC2C=CC=NC1=2)=[N+](C)C)C.F[P-](F)(F)(F)(F)F.CCN(C(C)C)C(C)C. The catalyst is CN(C=O)C. The product is [CH3:1][O:2][C:3]1[CH:4]=[C:5]([NH:11][C:12]2[C:13]3[N:29]=[CH:28][S:27][C:14]=3[N:15]=[C:16]([C:18]3[CH:19]=[C:20]([CH:24]=[CH:25][CH:26]=3)[C:21]([NH:30][C:31]3[CH:32]=[CH:33][C:34]([C:35](=[O:36])[NH:37][CH3:38])=[CH:39][CH:40]=3)=[O:22])[N:17]=2)[CH:6]=[CH:7][C:8]=1[O:9][CH3:10]. The yield is 0.297. (7) The yield is 0.990. The catalyst is C1C=CC([P]([Pd]([P](C2C=CC=CC=2)(C2C=CC=CC=2)C2C=CC=CC=2)([P](C2C=CC=CC=2)(C2C=CC=CC=2)C2C=CC=CC=2)[P](C2C=CC=CC=2)(C2C=CC=CC=2)C2C=CC=CC=2)(C2C=CC=CC=2)C2C=CC=CC=2)=CC=1.O. The reactants are [C:1](=O)([O-])[O-].[K+].[K+].CB1OB(C)OB(C)O1.O1CCOCC1.Br[C:23]1[CH:24]=[CH:25][C:26]([Cl:47])=[C:27]([C:29]2[C:38]3[C:33](=[CH:34][CH:35]=[CH:36][CH:37]=3)[C:32]([C@H:39]([CH3:42])[CH2:40][CH3:41])=[C:31]([C:43]([NH:45][CH3:46])=[O:44])[N:30]=2)[CH:28]=1. The product is [Cl:47][C:26]1[CH:25]=[CH:24][C:23]([CH3:1])=[CH:28][C:27]=1[C:29]1[C:38]2[C:33](=[CH:34][CH:35]=[CH:36][CH:37]=2)[C:32]([C@H:39]([CH3:42])[CH2:40][CH3:41])=[C:31]([C:43]([NH:45][CH3:46])=[O:44])[N:30]=1. (8) The reactants are [OH:1][C:2]1[CH:10]=[CH:9][CH:8]=[C:7]2[C:3]=1[CH:4]=[CH:5][N:6]2[C:11]([O:13][CH2:14][C:15]1[CH:20]=[CH:19][CH:18]=[CH:17][CH:16]=1)=[O:12].C(=O)([O-])[O-].[K+].[K+].Br[CH:28]([C:34]([O:36][CH2:37][CH3:38])=[O:35])[C:29]([O:31][CH2:32][CH3:33])=[O:30]. The catalyst is CC(C)=O. The product is [CH2:37]([O:36][C:34]([CH:28]([C:29]([O:31][CH2:32][CH3:33])=[O:30])[O:1][C:2]1[CH:10]=[CH:9][CH:8]=[C:7]2[C:3]=1[CH:4]=[CH:5][N:6]2[C:11]([O:13][CH2:14][C:15]1[CH:20]=[CH:19][CH:18]=[CH:17][CH:16]=1)=[O:12])=[O:35])[CH3:38]. The yield is 0.810.